Predict the product of the given reaction. From a dataset of Forward reaction prediction with 1.9M reactions from USPTO patents (1976-2016). (1) The product is: [N:17]1[N:16]=[CH:15][N:11]2[CH:12]=[CH:13][CH:14]=[C:9]([OH:8])[C:10]=12. Given the reactants C([O:8][C:9]1[C:10]2[N:11]([CH:15]=[N:16][N:17]=2)[CH:12]=[CH:13][CH:14]=1)C1C=CC=CC=1, predict the reaction product. (2) Given the reactants [F:1][C:2]([F:7])([F:6])[C:3](O)=O.[NH2:8][C:9]1[CH:18]=[CH:17][C:16]([Cl:19])=[CH:15][C:10]=1[C:11]([O:13][CH3:14])=[O:12].C([BH3-])#N.[Na+].O.FC(F)(F)C=O.C(=O)(O)[O-].[Na+], predict the reaction product. The product is: [Cl:19][C:16]1[CH:17]=[CH:18][C:9]([NH:8][CH2:3][C:2]([F:7])([F:6])[F:1])=[C:10]([CH:15]=1)[C:11]([O:13][CH3:14])=[O:12]. (3) Given the reactants [C:1]1([CH:7]([CH3:10])[CH2:8][OH:9])[CH:6]=[CH:5][CH:4]=[CH:3][CH:2]=1.Cl[C:12]1[N:13]=[C:14]([OH:22])[C:15]2[CH:21]=[CH:20][N:19]=[CH:18][C:16]=2[N:17]=1, predict the reaction product. The product is: [C:1]1([CH:7]([CH3:10])[CH2:8][O:9][C:12]2[N:13]=[C:14]([OH:22])[C:15]3[CH:21]=[CH:20][N:19]=[CH:18][C:16]=3[N:17]=2)[CH:6]=[CH:5][CH:4]=[CH:3][CH:2]=1.